Dataset: Experimentally validated miRNA-target interactions with 360,000+ pairs, plus equal number of negative samples. Task: Binary Classification. Given a miRNA mature sequence and a target amino acid sequence, predict their likelihood of interaction. (1) The miRNA is hsa-miR-6781-5p with sequence CGGGCCGGAGGUCAAGGGCGU. The protein sequence of the target gene is MRSRLLLSVAHLPTIRETTEEMLLGGPGQEPPPSPSLDDYVRSISRLAQPTSVLDKATAQGQPRPPHRPAQACRKGRPAVSLRDITARFSGQQPTLPMADTVDPLDWLFGESQEKQPSQRDLPRRTGPSAGLWGPHRQMDSSKPMGAPRGRLCEARMPGHSLARPPQDGQQSSDLRSWTFGQSAQAMASRHRPRPSSVLRTLYSHLPVIHEL. Result: 0 (no interaction). (2) The miRNA is hsa-miR-8062 with sequence CAGUGAUUUGAGGAUUAUUGC. The protein sequence of the target gene is MYFPSWLSQLYRGLSRPIRRTTQPIWGSLYRSLLQSSQRRIPEFSSFVVRTNTCGELRSSHLGQEVTLCGWIQYRRQNTFLVLRDFDGLVQVIIPQDESAASVKKILCEAPVESVVQVSGTVISRPAGQENPKMPTGEIEIKVKTAELLNACKKLPFEIKNFVKKTEALRLQYRYLDLRSFQMQYNLRLRSQMVMKMREYLCNLHGFVDIETPTLFKRTPGGAKEFLVPSREPGKFYSLPQSPQQFKQLLMVGGLDRYFQVARCYRDEGSRPDRQPEFTQIDIEMSFVDQTGIQSLIEGL.... Result: 1 (interaction). (3) The miRNA is hsa-miR-26b-5p with sequence UUCAAGUAAUUCAGGAUAGGU. The protein sequence of the target gene is MATGTGKHKLLSTGPTEPWSIREKLCLASSVMRSGDQNWVSVSRAIKPFAEPGRPPDWFSQKHCASQYSELLETTETPKRKRGEKGEVVETVEDVIVRKLTAERVEELKKVIKETQERYRRLKRDAELIQAGHMDSRLDELCNDIATKKKLEEEEAEVKRKATDAAYQARQAVKTPPRRLPTVMVRSPIDSASPGGDYPLGDLTPTTMEEATSGVNESEMAVASGHLNSTGVLLEVGGVLPMIHGGEIQQTPNTVAASPAASGAPTLSRLLEAGPTQFTTPLASFTTVASEPPVKLVPPP.... Result: 1 (interaction). (4) The miRNA is hsa-miR-591 with sequence AGACCAUGGGUUCUCAUUGU. The protein sequence of the target gene is MAAESGELIGACEFMKDRLYFATLRNRPKSTINIHYFSIDEELVYENFYADFGPLNLAMVYRYCCKLNKKLKSYSLSRKKIVHYTSFDQRKRANAAFLIGAYAVIYLKKTPEEAYRALLSGSNPPYLPFRDASFGNCTYNLTVLDCLQGIRKGLQHGFFDFETFDAEEYEHYERVENGDFNWIVPGKFLAFSGPHPKSKIENGYPLHAPEAYFPYFKKNNVTTIVRLNKKIYEAKRFTDAGFEHYDLFFIDGSTPSDNIVRRFLNICENTEGAIAVHCKAGLGRTGTLIACYVMKHYRFT.... Result: 0 (no interaction). (5) The miRNA is hsa-miR-7702 with sequence CUUAGACUGCCAGACUCCCUGA. The protein sequence of the target gene is MTAAENVCYTLINVPMDSEPPSEISLKNDLEKGDVKSKTEALKKVIIMILNGEKLPGLLMTIIRFVLPLQDHTIKKLLLVFWEIVPKTTPDGRLLHEMILVCDAYRKDLQHPNEFIRGSTLRFLCKLKEAELLEPLMPAIRACLEHRHSYVRRNAVLAIYTIYRNFEHLIPDAPELIHDFLVNEKDASCKRNAFMMLIHADQDRALDYLSTCIDQVQTFGDILQLVIVELIYKVCHANPSERARFIRCIYNLLQSSSPAVKYEAAGTLVTLSSAPTAIKAAAQCYIDLIIKESDNNVKLI.... Result: 0 (no interaction). (6) The miRNA is mmu-miR-362-3p with sequence AACACACCUGUUCAAGGAUUCA. The protein sequence of the target gene is MSLQLRSSARIPSGSISPFMRMAPLAFLLLFTLPQHLAEAAPSSVIAATELRCVCLTVTPKINPKLIANLEVIPAGPQCPTVEVIAKLKNQKEVCLDPEAPVIKKIIQKILGSDKKKAKRNALAVERTASVQ. Result: 1 (interaction).